Dataset: Reaction yield outcomes from USPTO patents with 853,638 reactions. Task: Predict the reaction yield, written as a fraction of the theoretical maximum amount of product (1.0 means a 100% yield; for example, 0.34 means a 34% yield). (1) The reactants are Cl.[NH2:2][C:3]1[C:4]([C:13]([NH:15][CH:16]([C@H:21]2[CH2:26][CH2:25][C@@H:24]([C:27]([F:30])([F:29])[F:28])[CH2:23][CH2:22]2)[C:17]([O:19][CH3:20])=[O:18])=[O:14])=[CH:5][C:6]2[C:11]([CH:12]=1)=[CH:10][CH:9]=[CH:8][CH:7]=2.[Cl:31][C:32]1[CH:37]=[C:36]([O:38][C:39]([F:42])([F:41])[F:40])[CH:35]=[C:34]([Cl:43])[C:33]=1[N:44]=[C:45]=[O:46].CCCCCC.C(OCC)(=O)C. The catalyst is N1C=CC=CC=1. The product is [Cl:31][C:32]1[CH:37]=[C:36]([O:38][C:39]([F:41])([F:40])[F:42])[CH:35]=[C:34]([Cl:43])[C:33]=1[NH:44][C:45]([NH:2][C:3]1[C:4]([C:13]([NH:15][CH:16]([C@H:21]2[CH2:26][CH2:25][C@@H:24]([C:27]([F:28])([F:29])[F:30])[CH2:23][CH2:22]2)[C:17]([O:19][CH3:20])=[O:18])=[O:14])=[CH:5][C:6]2[C:11]([CH:12]=1)=[CH:10][CH:9]=[CH:8][CH:7]=2)=[O:46]. The yield is 0.920. (2) The reactants are Br[C:2]1[CH:11]=[CH:10][CH:9]=[C:8]2[C:3]=1[CH2:4][CH2:5][N:6]([C:12]([O:14][C:15]([CH3:18])([CH3:17])[CH3:16])=[O:13])[CH2:7]2.[CH3:19][O:20][C:21]([NH:23][C:24]1[CH:29]=[CH:28][C:27](B(O)O)=[CH:26][CH:25]=1)=[O:22].[O-]P([O-])([O-])=O.[K+].[K+].[K+].C1(P(C2CCCCC2)C2CCCCC2)CCCCC1. The catalyst is CCOC(C)=O.CC([O-])=O.CC([O-])=O.[Pd+2].O.C1(C)C=CC=CC=1. The product is [CH3:19][O:20][C:21]([NH:23][C:24]1[CH:29]=[CH:28][C:27]([C:2]2[CH:11]=[CH:10][CH:9]=[C:8]3[C:3]=2[CH2:4][CH2:5][N:6]([C:12]([O:14][C:15]([CH3:18])([CH3:17])[CH3:16])=[O:13])[CH2:7]3)=[CH:26][CH:25]=1)=[O:22]. The yield is 0.310.